Regression. Given a peptide amino acid sequence and an MHC pseudo amino acid sequence, predict their binding affinity value. This is MHC class I binding data. From a dataset of Peptide-MHC class I binding affinity with 185,985 pairs from IEDB/IMGT. (1) The peptide sequence is FSILNRKAI. The binding affinity (normalized) is 0.0776. The MHC is HLA-B08:01 with pseudo-sequence HLA-B08:01. (2) The MHC is HLA-B40:01 with pseudo-sequence HLA-B40:01. The binding affinity (normalized) is 0.0847. The peptide sequence is CLWLLTLGL. (3) The peptide sequence is EAIMAVGMV. The MHC is HLA-A26:01 with pseudo-sequence HLA-A26:01. The binding affinity (normalized) is 0.650. (4) The binding affinity (normalized) is 0.0973. The peptide sequence is AIIRQRNDEI. The MHC is HLA-A02:01 with pseudo-sequence HLA-A02:01.